Task: Predict the reaction yield, written as a fraction of the theoretical maximum amount of product (1.0 means a 100% yield; for example, 0.34 means a 34% yield).. Dataset: Reaction yield outcomes from USPTO patents with 853,638 reactions (1) The reactants are [Cl:1][C:2]1[C:3]([C:27]2[NH:28][CH2:29][CH2:30][N:31]=2)=[N:4][N:5]([CH2:8][C:9]([N:11]2[CH2:16][CH2:15][CH2:14][C:13]3[N:17]([C:20]4[CH:25]=[CH:24][C:23]([F:26])=[CH:22][CH:21]=4)[N:18]=[CH:19][C:12]2=3)=[O:10])[C:6]=1[CH3:7].CC(OI1(OC(C)=O)(OC(C)=O)OC(=O)C2C=CC=CC1=2)=O. The catalyst is CS(C)=O.C(Cl)Cl. The product is [Cl:1][C:2]1[C:3]([C:27]2[NH:31][CH:30]=[CH:29][N:28]=2)=[N:4][N:5]([CH2:8][C:9]([N:11]2[CH2:16][CH2:15][CH2:14][C:13]3[N:17]([C:20]4[CH:21]=[CH:22][C:23]([F:26])=[CH:24][CH:25]=4)[N:18]=[CH:19][C:12]2=3)=[O:10])[C:6]=1[CH3:7]. The yield is 0.730. (2) The reactants are [NH2:1][C:2]1[C:11]2[C:6](=[C:7](Br)[CH:8]=[CH:9][CH:10]=2)[N:5]=[N:4][C:3]=1[C:13]([NH:15][CH2:16][CH2:17][CH3:18])=[O:14].[F:19][C:20]1[CH:25]=[CH:24][C:23]([C:26]([F:29])([F:28])[F:27])=[CH:22][C:21]=1B(O)O. No catalyst specified. The product is [NH2:1][C:2]1[C:11]2[C:6](=[C:7]([C:21]3[CH:22]=[C:23]([C:26]([F:28])([F:29])[F:27])[CH:24]=[CH:25][C:20]=3[F:19])[CH:8]=[CH:9][CH:10]=2)[N:5]=[N:4][C:3]=1[C:13]([NH:15][CH2:16][CH2:17][CH3:18])=[O:14]. The yield is 0.780.